Predict the reaction yield, written as a fraction of the theoretical maximum amount of product (1.0 means a 100% yield; for example, 0.34 means a 34% yield). From a dataset of Reaction yield outcomes from USPTO patents with 853,638 reactions. (1) The reactants are [N:1]([O-])=O.[Na+].[F:5][C:6]1[CH:12]=[CH:11][C:10]([CH3:13])=[CH:9][C:7]=1[NH2:8].[Sn](Cl)Cl. The catalyst is O.Cl. The product is [F:5][C:6]1[CH:12]=[CH:11][C:10]([CH3:13])=[CH:9][C:7]=1[NH:8][NH2:1]. The yield is 0.610. (2) The reactants are OC(C(F)(F)F)=O.[CH2:8]1[C:11]2([CH2:15][CH2:14][CH2:13][NH:12]2)[CH2:10][O:9]1.[CH3:16][O:17][C:18]1[CH:25]=[C:24]([O:26][CH:27]2[CH2:30][N:29]([C:31]([C:33]3[O:34][C:35]([C:38]4[CH:43]=[CH:42][CH:41]=[CH:40][CH:39]=4)=[N:36][N:37]=3)=[O:32])[CH2:28]2)[CH:23]=[CH:22][C:19]=1[CH:20]=O.C(N(CC)CC)C.[Na].C([O-])(O)=O.[Na+]. The catalyst is ClCCl. The product is [CH2:10]1[C:11]2([CH2:15][CH2:14][CH2:13][N:12]2[CH2:20][C:19]2[CH:22]=[CH:23][C:24]([O:26][CH:27]3[CH2:28][N:29]([C:31]([C:33]4[O:34][C:35]([C:38]5[CH:43]=[CH:42][CH:41]=[CH:40][CH:39]=5)=[N:36][N:37]=4)=[O:32])[CH2:30]3)=[CH:25][C:18]=2[O:17][CH3:16])[CH2:8][O:9]1. The yield is 0.690. (3) The reactants are [CH3:1][O:2][C:3]([C@H:5]1[C@H:9]([C:10]2[CH:15]=[CH:14][CH:13]=[C:12]([Br:16])[CH:11]=2)[CH2:8][N:7](CC2C=CC=CC=2)[CH2:6]1)=[O:4]. The catalyst is CO.[OH-].[Pd+2].[OH-]. The product is [CH3:1][O:2][C:3]([C@H:5]1[C@H:9]([C:10]2[CH:15]=[CH:14][CH:13]=[C:12]([Br:16])[CH:11]=2)[CH2:8][NH:7][CH2:6]1)=[O:4]. The yield is 0.970. (4) The reactants are [NH2:1][C:2]1[CH:7]=[CH:6][C:5]([C:8]2[CH:13]=[CH:12][C:11]([CH:14]3[CH2:19][O:18][CH:17]([CH2:20][C:21]([O:23][CH2:24][C:25]4[CH:30]=[CH:29][CH:28]=[CH:27][CH:26]=4)=[O:22])[CH2:16][CH2:15]3)=[CH:10][CH:9]=2)=[CH:4][CH:3]=1.[CH3:31][C:32]1[O:33][C:34]([C:40]([F:43])([F:42])[F:41])=[C:35]([C:37](O)=[O:38])[N:36]=1.CCN(C(C)C)C(C)C.CN(C(ON1N=NC2C=CC=NC1=2)=[N+](C)C)C.F[P-](F)(F)(F)(F)F. The catalyst is CN(C=O)C. The product is [CH3:31][C:32]1[O:33][C:34]([C:40]([F:43])([F:41])[F:42])=[C:35]([C:37]([NH:1][C:2]2[CH:7]=[CH:6][C:5]([C:8]3[CH:9]=[CH:10][C:11]([CH:14]4[CH2:19][O:18][CH:17]([CH2:20][C:21]([O:23][CH2:24][C:25]5[CH:26]=[CH:27][CH:28]=[CH:29][CH:30]=5)=[O:22])[CH2:16][CH2:15]4)=[CH:12][CH:13]=3)=[CH:4][CH:3]=2)=[O:38])[N:36]=1. The yield is 0.810. (5) The reactants are [Br:1][C:2]1[C:7]([F:8])=[CH:6][CH:5]=[C:4]([CH3:9])[N:3]=1.[Mn]([O-])(=O)(=O)=[O:11].[K+].[OH2:16]. No catalyst specified. The product is [Br:1][C:2]1[N:3]=[C:4]([C:9]([OH:11])=[O:16])[CH:5]=[CH:6][C:7]=1[F:8]. The yield is 0.170. (6) The reactants are [S:1](Cl)([C:4]1[CH:10]=[CH:9][C:7]([CH3:8])=[CH:6][CH:5]=1)(=[O:3])=[O:2].[C:12]([O:16][C:17](=[O:22])[NH:18][CH2:19][CH2:20][OH:21])([CH3:15])([CH3:14])[CH3:13].CCN(CC)CC. The catalyst is C(Cl)Cl. The product is [C:12]([O:16][C:17]([NH:18][CH2:19][CH2:20][O:21][S:1]([C:4]1[CH:10]=[CH:9][C:7]([CH3:8])=[CH:6][CH:5]=1)(=[O:3])=[O:2])=[O:22])([CH3:15])([CH3:13])[CH3:14]. The yield is 0.790. (7) No catalyst specified. The product is [ClH:17].[Cl:17][CH2:7][C:6]1[N:2]([CH3:1])[C:3]([C:9]2[CH:14]=[CH:13][CH:12]=[CH:11][CH:10]=2)=[N:4][CH:5]=1. The reactants are [CH3:1][N:2]1[C:6]([CH2:7]O)=[CH:5][N:4]=[C:3]1[C:9]1[CH:14]=[CH:13][CH:12]=[CH:11][CH:10]=1.O=S(Cl)[Cl:17]. The yield is 0.860. (8) The reactants are C[O:2][C:3](=O)[C:4]1[CH:9]=[CH:8][C:7]([N:10]2[CH:14]=[C:13]([C:15]3[C:16]([C:24]4[CH:29]=[CH:28][CH:27]=[CH:26][CH:25]=4)=[N:17][O:18][C:19]=3[C:20]([F:23])([F:22])[F:21])[N:12]=[CH:11]2)=[CH:6][CH:5]=1.[F:31][C:32]([F:36])([F:35])[CH2:33][NH2:34]. No catalyst specified. The product is [C:24]1([C:16]2[C:15]([C:13]3[N:12]=[CH:11][N:10]([C:7]4[CH:8]=[CH:9][C:4]([C:3]([NH:34][CH2:33][C:32]([F:36])([F:35])[F:31])=[O:2])=[CH:5][CH:6]=4)[CH:14]=3)=[C:19]([C:20]([F:21])([F:23])[F:22])[O:18][N:17]=2)[CH:29]=[CH:28][CH:27]=[CH:26][CH:25]=1. The yield is 0.490. (9) The reactants are [CH3:1][O:2][C:3]1[CH:4]=[C:5]2[C:10](=[CH:11][C:12]=1[O:13][CH3:14])[N:9]=[CH:8][N:7]=[C:6]2[O:15][C:16]1[CH:22]=[CH:21][C:19]([NH2:20])=[CH:18][CH:17]=1.ClC(Cl)(O[C:27](=[O:33])OC(Cl)(Cl)Cl)Cl.[CH:35]([NH2:39])([CH2:37][CH3:38])[CH3:36].CO. The catalyst is C(Cl)(Cl)Cl.C(N(CC)CC)C. The product is [CH:35]([NH:39][C:27]([NH:20][C:19]1[CH:21]=[CH:22][C:16]([O:15][C:6]2[C:5]3[C:10](=[CH:11][C:12]([O:13][CH3:14])=[C:3]([O:2][CH3:1])[CH:4]=3)[N:9]=[CH:8][N:7]=2)=[CH:17][CH:18]=1)=[O:33])([CH2:37][CH3:38])[CH3:36]. The yield is 0.490.